From a dataset of HIV replication inhibition screening data with 41,000+ compounds from the AIDS Antiviral Screen. Binary Classification. Given a drug SMILES string, predict its activity (active/inactive) in a high-throughput screening assay against a specified biological target. (1) The drug is CCN(CC)CCN1C(=O)c2cccc3cc(OC)cc(c23)C1=O. The result is 0 (inactive). (2) The molecule is O=C(Nc1ccc(Cl)c(Cl)c1)C1C(=O)N(c2ccc(Cl)c(Cl)c2)C(=O)C1=NO. The result is 0 (inactive). (3) The molecule is CC(NC(=O)C(NC(=O)OC(C)(C)C)C(C)C)C(=O)NCC(=O)ON1C(=O)CCC1=O. The result is 0 (inactive).